From a dataset of Catalyst prediction with 721,799 reactions and 888 catalyst types from USPTO. Predict which catalyst facilitates the given reaction. (1) Reactant: [Cl:1][C:2]1[N:7]=[C:6]([S:8][CH3:9])[N:5]=[C:4]([NH:10][CH2:11][C:12]2[S:16][C:15]([CH3:17])=[N:14][C:13]=2[CH3:18])[C:3]=1[CH3:19].C1C=C(Cl)C=C(C(OO)=[O:28])C=1.[OH-:31].[Na+]. Product: [Cl:1][C:2]1[N:7]=[C:6]([S:8]([CH3:9])(=[O:28])=[O:31])[N:5]=[C:4]([NH:10][CH2:11][C:12]2[S:16][C:15]([CH3:17])=[N:14][C:13]=2[CH3:18])[C:3]=1[CH3:19]. The catalyst class is: 4. (2) Reactant: S(=O)(=O)(O)O.[NH2:6][C:7]1[C:16](C(O)=O)=[C:10]2[CH:11]=[CH:12][C:13]([Cl:15])=[CH:14][N:9]2[N:8]=1.C(=O)(O)[O-].[Na+]. Product: [NH2:6][C:7]1[CH:16]=[C:10]2[CH:11]=[CH:12][C:13]([Cl:15])=[CH:14][N:9]2[N:8]=1. The catalyst class is: 8.